From a dataset of Reaction yield outcomes from USPTO patents with 853,638 reactions. Predict the reaction yield, written as a fraction of the theoretical maximum amount of product (1.0 means a 100% yield; for example, 0.34 means a 34% yield). The reactants are [F:1][CH:2]([F:31])[CH2:3][NH:4][C:5]([C:7]1[CH:12]=[CH:11][C:10]([C:13]2[CH:14]=[CH:15][C:16]3[O:22][CH2:21][CH2:20][N:19](C(OC(C)(C)C)=O)[CH2:18][C:17]=3[CH:30]=2)=[CH:9][CH:8]=1)=[O:6].[ClH:32]. The catalyst is CO. The product is [ClH:32].[F:31][CH:2]([F:1])[CH2:3][NH:4][C:5](=[O:6])[C:7]1[CH:8]=[CH:9][C:10]([C:13]2[CH:14]=[CH:15][C:16]3[O:22][CH2:21][CH2:20][NH:19][CH2:18][C:17]=3[CH:30]=2)=[CH:11][CH:12]=1. The yield is 0.800.